This data is from Reaction yield outcomes from USPTO patents with 853,638 reactions. The task is: Predict the reaction yield, written as a fraction of the theoretical maximum amount of product (1.0 means a 100% yield; for example, 0.34 means a 34% yield). (1) The reactants are [CH3:1][C:2]1[S:6][C:5]([C:7]2[CH:12]=[CH:11][CH:10]=[C:9]([C:13]([F:16])([F:15])[F:14])[CH:8]=2)=[N:4][C:3]=1[C:17](O)=[O:18].B.O1CCCC1.Cl. The catalyst is O1CCCC1. The product is [CH3:1][C:2]1[S:6][C:5]([C:7]2[CH:12]=[CH:11][CH:10]=[C:9]([C:13]([F:16])([F:15])[F:14])[CH:8]=2)=[N:4][C:3]=1[CH2:17][OH:18]. The yield is 0.270. (2) The reactants are [NH2:1][C:2]1[CH:3]=[CH:4][C:5]([O:11][CH:12]([C:19]2[CH:24]=[CH:23][CH:22]=[CH:21][CH:20]=2)[C:13]2[CH:18]=[CH:17][CH:16]=[CH:15][CH:14]=2)=[C:6]([C:8](=[O:10])[CH3:9])[CH:7]=1.[CH3:25][O:26][C:27]1[CH:32]=[CH:31][C:30]([N:33]=[C:34]=[O:35])=[CH:29][CH:28]=1. The catalyst is C1COCC1. The product is [C:8]([C:6]1[CH:7]=[C:2]([NH:1][C:34]([NH:33][C:30]2[CH:31]=[CH:32][C:27]([O:26][CH3:25])=[CH:28][CH:29]=2)=[O:35])[CH:3]=[CH:4][C:5]=1[O:11][CH:12]([C:13]1[CH:18]=[CH:17][CH:16]=[CH:15][CH:14]=1)[C:19]1[CH:20]=[CH:21][CH:22]=[CH:23][CH:24]=1)(=[O:10])[CH3:9]. The yield is 0.957. (3) The yield is 0.740. The catalyst is C1COCC1. The reactants are [F:1][C:2]([C:5]1[CH:9]=[C:8]([NH:10][C:11](=[O:19])OC2C=CC=CC=2)[O:7][N:6]=1)([CH3:4])[CH3:3].[NH2:20][C:21]1[CH:22]=[C:23]([OH:27])[CH:24]=[CH:25][CH:26]=1.CN(C1C=CC=CN=1)C. The product is [F:1][C:2]([C:5]1[CH:9]=[C:8]([NH:10][C:11]([NH:20][C:21]2[CH:26]=[CH:25][CH:24]=[C:23]([OH:27])[CH:22]=2)=[O:19])[O:7][N:6]=1)([CH3:3])[CH3:4]. (4) The reactants are [OH:1][CH2:2][C:3]1[C:7]([CH2:8][O:9][C:10]2[CH:15]=[CH:14][C:13]([C:16]3[CH:17]=[C:18]4[C:23](=[CH:24][CH:25]=3)[N:22]=[C:21]([C:26]([O:28][CH3:29])=[O:27])[CH:20]=[CH:19]4)=[CH:12][CH:11]=2)=[C:6]([CH:30]([CH3:32])[CH3:31])[O:5][N:4]=1.[CH3:33][C:34]1[CH:39]=[CH:38][CH:37]=[C:36]([CH3:40])[C:35]=1O.C1(P(C2C=CC=CC=2)C2C=CC=CC=2)C=CC=CC=1.N(C(OC(C)C)=O)=NC(OC(C)C)=O. The catalyst is ClCCl. The product is [CH3:33][C:34]1[CH:39]=[CH:38][CH:37]=[C:36]([CH3:40])[C:35]=1[O:1][CH2:2][C:3]1[C:7]([CH2:8][O:9][C:10]2[CH:15]=[CH:14][C:13]([C:16]3[CH:17]=[C:18]4[C:23](=[CH:24][CH:25]=3)[N:22]=[C:21]([C:26]([O:28][CH3:29])=[O:27])[CH:20]=[CH:19]4)=[CH:12][CH:11]=2)=[C:6]([CH:30]([CH3:32])[CH3:31])[O:5][N:4]=1. The yield is 0.310. (5) The reactants are [OH:1][C@@H:2]([C:23]1[CH:28]=[CH:27][CH:26]=[CH:25][CH:24]=1)[CH2:3][CH2:4][N:5]1[CH2:10][CH2:9][CH:8]([C:11]2[CH:12]=[C:13]([NH:17][C:18](=[O:22])[CH:19]([CH3:21])[CH3:20])[CH:14]=[CH:15][CH:16]=2)[CH2:7][CH2:6]1.[CH2:29]([O:31][C:32]1[CH:37]=[CH:36][CH:35]=[CH:34][C:33]=1O)[CH3:30].C1(P(C2C=CC=CC=2)C2C=CC=CC=2)C=CC=CC=1.N(C(OCC)=O)=NC(OCC)=O.N. The catalyst is C1COCC1.C(Cl)(Cl)Cl. The product is [CH2:29]([O:31][C:32]1[CH:37]=[CH:36][CH:35]=[CH:34][C:33]=1[O:1][C@H:2]([C:23]1[CH:24]=[CH:25][CH:26]=[CH:27][CH:28]=1)[CH2:3][CH2:4][N:5]1[CH2:10][CH2:9][CH:8]([C:11]2[CH:12]=[C:13]([NH:17][C:18](=[O:22])[CH:19]([CH3:21])[CH3:20])[CH:14]=[CH:15][CH:16]=2)[CH2:7][CH2:6]1)[CH3:30]. The yield is 0.155. (6) The reactants are [F:1][C:2]([Si](C)(C)C)([F:4])[F:3].[Cl:9][C:10]1[CH:15]=[C:14]([O:16][CH3:17])[CH:13]=[CH:12][C:11]=1[CH:18]([CH3:28])[C:19]([C:21]1[CH:26]=[CH:25][N:24]=[C:23]([CH3:27])[CH:22]=1)=[O:20].O.O.O.[F-].C([N+](CCCC)(CCCC)CCCC)CCC.C([O-])([O-])=O.[Na+].[Na+]. The catalyst is C1COCC1. The product is [Cl:9][C:10]1[CH:15]=[C:14]([O:16][CH3:17])[CH:13]=[CH:12][C:11]=1[CH:18]([CH3:28])[C:19]([C:21]1[CH:26]=[CH:25][N:24]=[C:23]([CH3:27])[CH:22]=1)([OH:20])[C:2]([F:4])([F:3])[F:1]. The yield is 0.800. (7) The reactants are [CH2:1]([Li])[CH2:2][CH2:3][CH3:4].[N:6]([C:15]([O:17][C:18]([CH3:21])([CH3:20])[CH3:19])=[O:16])=[N:7][C:8]([O:10][C:11]([CH3:14])([CH3:13])[CH3:12])=[O:9].[Cl-:22].[NH4+].C([O:27][CH2:28][CH3:29])(=O)C. The catalyst is O1CCCC1.O. The product is [Cl:22][C:1]1[CH:2]=[CH:3][C:4]([N:6]([C:15]([O:17][C:18]([CH3:21])([CH3:20])[CH3:19])=[O:16])[NH:7][C:8]([O:10][C:11]([CH3:12])([CH3:13])[CH3:14])=[O:9])=[CH:29][C:28]=1[OH:27]. The yield is 0.330.